From a dataset of Reaction yield outcomes from USPTO patents with 853,638 reactions. Predict the reaction yield, written as a fraction of the theoretical maximum amount of product (1.0 means a 100% yield; for example, 0.34 means a 34% yield). The yield is 0.510. The product is [Cl-:7].[OH:9][C:10]1[CH:11]=[C:12]2[C:17](=[CH:18][CH:19]=1)[O:16][C:15]([C:20]1[CH:25]=[CH:24][C:23]([CH2:34][N+:28]3[CH:33]=[CH:32][CH:31]=[CH:30][CH:29]=3)=[CH:22][CH:21]=1)=[CH:14][C:13]2=[O:26]. The reactants are C([O-])([O-])=O.[K+].[K+].[ClH:7].C[O:9][C:10]1[CH:11]=[C:12]2[C:17](=[CH:18][CH:19]=1)[O:16][C:15]([C:20]1[CH:25]=[CH:24][CH:23]=[CH:22][CH:21]=1)=[CH:14][C:13]2=[O:26].Cl.[NH+:28]1[CH:33]=[CH:32][CH:31]=[CH:30][CH:29]=1.[C:34]([O-])(O)=O.[Na+]. The catalyst is C1COCC1.O.